From a dataset of Forward reaction prediction with 1.9M reactions from USPTO patents (1976-2016). Predict the product of the given reaction. Given the reactants [CH2:1]([C:3]1[O:7][C:6]([C:8]2[CH:9]=[C:10]([NH:23][CH:24]([CH3:26])[CH3:25])[C:11]([N:14]3[CH2:19][CH2:18][CH:17]([C:20](O)=[O:21])[CH2:16][CH2:15]3)=[N:12][CH:13]=2)=[N:5][CH:4]=1)[CH3:2].CCN=C=NCCCN(C)C.C1C=CC2N(O)N=NC=2C=1.CCN(C(C)C)C(C)C.[Cl:57][C:58]1[S:62][C:61]([S:63]([NH2:66])(=[O:65])=[O:64])=[CH:60][CH:59]=1, predict the reaction product. The product is: [Cl:57][C:58]1[S:62][C:61]([S:63]([NH:66][C:20]([CH:17]2[CH2:18][CH2:19][N:14]([C:11]3[C:10]([NH:23][CH:24]([CH3:25])[CH3:26])=[CH:9][C:8]([C:6]4[O:7][C:3]([CH2:1][CH3:2])=[CH:4][N:5]=4)=[CH:13][N:12]=3)[CH2:15][CH2:16]2)=[O:21])(=[O:65])=[O:64])=[CH:60][CH:59]=1.